From a dataset of Forward reaction prediction with 1.9M reactions from USPTO patents (1976-2016). Predict the product of the given reaction. (1) The product is: [Cl:1][C:2]1[CH:8]=[C:7]([O:9][C:10]2[C:19]3[C:14](=[CH:15][C:16]([O:22][CH3:23])=[C:17]([O:20][CH3:21])[CH:18]=3)[N:13]=[CH:12][N:11]=2)[CH:6]=[CH:5][C:3]=1[NH:4][C:42](=[O:48])[O:43][CH2:44][CH2:59][CH2:58][S:57][C:54]1[CH:55]=[CH:56][C:51]([Cl:50])=[CH:52][C:53]=1[CH3:62]. Given the reactants [Cl:1][C:2]1[CH:8]=[C:7]([O:9][C:10]2[C:19]3[C:14](=[CH:15][C:16]([O:22][CH3:23])=[C:17]([O:20][CH3:21])[CH:18]=3)[N:13]=[CH:12][N:11]=2)[CH:6]=[CH:5][C:3]=1[NH2:4].C1(C)C=CC=CC=1.C(N(CC)CC)C.ClC(Cl)(O[C:42](=[O:48])[O:43][C:44](Cl)(Cl)Cl)Cl.[Cl:50][C:51]1[CH:56]=[CH:55][C:54]([S:57][CH2:58][CH2:59]CO)=[C:53]([CH3:62])[CH:52]=1, predict the reaction product. (2) Given the reactants Br[C:2]1[CH:3]=[CH:4][C:5]([C:8]2[C:12]([C:13]3[CH:18]=[CH:17][N:16]=[CH:15][CH:14]=3)=[CH:11][N:10]([CH3:19])[N:9]=2)=[N:6][CH:7]=1.[C:20]([Si:22]([CH3:25])([CH3:24])[CH3:23])#[CH:21].O, predict the reaction product. The product is: [CH3:19][N:10]1[CH:11]=[C:12]([C:13]2[CH:18]=[CH:17][N:16]=[CH:15][CH:14]=2)[C:8]([C:5]2[CH:4]=[CH:3][C:2]([C:21]#[C:20][Si:22]([CH3:25])([CH3:24])[CH3:23])=[CH:7][N:6]=2)=[N:9]1. (3) Given the reactants [F:1][C:2]1[C:7]([C:8]#[N:9])=[C:6]([F:10])[C:5]([F:11])=[C:4](C#N)[C:3]=1[F:14].FC1C(C=O)=C(F)C(F)=C(C=O)C=1F, predict the reaction product. The product is: [F:1][C:2]1[C:3]([F:14])=[CH:4][C:5]([F:11])=[C:6]([F:10])[C:7]=1[CH2:8][NH2:9].